From a dataset of Forward reaction prediction with 1.9M reactions from USPTO patents (1976-2016). Predict the product of the given reaction. (1) Given the reactants [Cl:1][CH2:2][C:3]([NH:5][C:6]1[CH:7]=[CH:8][C:9]2[S:13][C:12]([C:14]([O:16]C)=O)=[CH:11][C:10]=2[CH:18]=1)=[O:4].[OH-:19].[Na+].ClCC(NC1C=C[C:29]2SC(C(O)=O)=[CH:31][C:30]=2[CH:37]=1)=O.CCN=C=NCCCN(C)C.[CH:49]1[CH:50]=[CH:51][C:52]2[N:57](O)N=[N:55][C:53]=2[CH:54]=1.C1[CH2:63][O:62]CC1.CO, predict the reaction product. The product is: [C:30]([O:19][C:63](=[O:62])[NH:55][C:53]1[CH:54]=[CH:49][CH:50]=[CH:51][C:52]=1[NH:57][C:14]([C:12]1[S:13][C:9]2[CH:8]=[CH:7][C:6]([NH:5][C:3](=[O:4])[CH2:2][Cl:1])=[CH:18][C:10]=2[CH:11]=1)=[O:16])([CH3:29])([CH3:31])[CH3:37]. (2) The product is: [NH2:19][C:18]1[C:15](=[N:14][NH:13][C:5]2[CH:6]=[C:7]([C:9]([F:10])([F:11])[F:12])[CH:8]=[C:3]([O:38][CH3:20])[CH:4]=2)[C:16]([NH2:17])=[N:40][N:39]=1. Given the reactants CO[C:3]1[CH:4]=[C:5]([NH:13][N:14]=[C:15]([C:18]#[N:19])[C:16]#[N:17])[CH:6]=[C:7]([C:9]([F:12])([F:11])[F:10])[CH:8]=1.[CH3:20]OC1C=C(C=C(C(F)(F)F)C=1)N.C(#N)CC#N.[OH2:38].[NH2:39][NH2:40], predict the reaction product. (3) Given the reactants [CH2:1]([N:3]([CH3:23])[C:4]([N:6]1[CH2:11][CH:10]([C:12]2[CH:17]=[CH:16][C:15]([CH2:18][CH3:19])=[CH:14][CH:13]=2)[CH2:9][CH:8]([C:20]([OH:22])=O)[CH2:7]1)=[O:5])[CH3:2].O[N:25]=[C:26]([NH2:34])[CH2:27][N:28]1[CH2:33][CH2:32][O:31][CH2:30][CH2:29]1, predict the reaction product. The product is: [CH2:1]([N:3]([CH3:23])[C:4]([N:6]1[CH2:7][CH:8]([C:20]2[O:22][N:34]=[C:26]([CH2:27][N:28]3[CH2:33][CH2:32][O:31][CH2:30][CH2:29]3)[N:25]=2)[CH2:9][CH:10]([C:12]2[CH:17]=[CH:16][C:15]([CH2:18][CH3:19])=[CH:14][CH:13]=2)[CH2:11]1)=[O:5])[CH3:2]. (4) Given the reactants [O:1]1[CH2:6][CH:5]=[C:4](B2OC(C)(C)C(C)(C)O2)[CH2:3][CH2:2]1.C(=O)([O-])[O-].[Na+].[Na+].C([O:25][C:26]1[CH:31]=[C:30]([C:32]#[N:33])[C:29](Br)=[C:28]([C:35]#[N:36])[C:27]=1[O:37]C(=O)C)(=O)C.[OH-].[Na+], predict the reaction product. The product is: [O:1]1[CH2:6][CH:5]=[C:4]([C:29]2[C:28]([C:35]#[N:36])=[C:27]([OH:37])[C:26]([OH:25])=[CH:31][C:30]=2[C:32]#[N:33])[CH2:3][CH2:2]1. (5) The product is: [CH2:1]([N:8]([CH:13]1[CH2:14][CH2:16]1)[C:9](=[O:12])[CH2:10][Cl:11])[C:2]1[CH:3]=[CH:4][CH:5]=[CH:6][CH:7]=1. Given the reactants [CH2:1]([N:8]([CH2:13][CH:14]1[CH2:16]C1)[C:9](=[O:12])[CH2:10][Cl:11])[C:2]1[CH:7]=[CH:6][CH:5]=[CH:4][CH:3]=1.ClCC(Cl)=O.C(NCC1CC1)C1C=CC=CC=1.C(Cl)Cl.CO, predict the reaction product. (6) Given the reactants Br[CH2:2][CH2:3][CH2:4][S:5](=[O:38])([C:32]1[CH:37]=[CH:36][CH:35]=[CH:34][CH:33]=1)=[N:6][C:7](=[O:31])[C:8]1[CH:13]=[C:12]([C:14]#[C:15][C:16]2[CH:21]=[CH:20][CH:19]=[C:18]([NH:22][C:23]([C:25]3[O:26][CH:27]=[CH:28][C:29]=3[CH3:30])=[O:24])[CH:17]=2)[CH:11]=[N:10][CH:9]=1.[OH:39][CH:40]1[CH2:44][CH2:43][NH:42][CH2:41]1, predict the reaction product. The product is: [OH:39][CH:40]1[CH2:44][CH2:43][N:42]([CH2:2][CH2:3][CH2:4][S:5](=[O:38])([C:32]2[CH:37]=[CH:36][CH:35]=[CH:34][CH:33]=2)=[N:6][C:7](=[O:31])[C:8]2[CH:13]=[C:12]([C:14]#[C:15][C:16]3[CH:21]=[CH:20][CH:19]=[C:18]([NH:22][C:23]([C:25]4[O:26][CH:27]=[CH:28][C:29]=4[CH3:30])=[O:24])[CH:17]=3)[CH:11]=[N:10][CH:9]=2)[CH2:41]1.